Task: Predict the product of the given reaction.. Dataset: Forward reaction prediction with 1.9M reactions from USPTO patents (1976-2016) (1) Given the reactants [O:1]1[CH2:5][CH2:4][O:3][CH:2]1[CH2:6][CH2:7][N:8]1[CH2:13][CH2:12][C@@H:11]([CH2:14][NH:15]CC2C=CC=CC=2)[C@H:10]([OH:23])[CH2:9]1.[H][H], predict the reaction product. The product is: [NH2:15][CH2:14][C@@H:11]1[CH2:12][CH2:13][N:8]([CH2:7][CH2:6][CH:2]2[O:1][CH2:5][CH2:4][O:3]2)[CH2:9][C@H:10]1[OH:23]. (2) Given the reactants Br[C:2]1[CH:7]=[CH:6][C:5]([C:8]([N:10]2[CH2:14][CH2:13][CH2:12][C@H:11]2[CH2:15][N:16]2[CH2:20][CH2:19][CH2:18][CH2:17]2)=[O:9])=[C:4]([F:21])[CH:3]=1.[F:22][C:23]1[CH:28]=[CH:27][C:26](B(O)O)=[CH:25][CH:24]=1, predict the reaction product. The product is: [F:21][C:4]1[CH:3]=[C:2]([C:26]2[CH:27]=[CH:28][C:23]([F:22])=[CH:24][CH:25]=2)[CH:7]=[CH:6][C:5]=1[C:8]([N:10]1[CH2:14][CH2:13][CH2:12][C@H:11]1[CH2:15][N:16]1[CH2:20][CH2:19][CH2:18][CH2:17]1)=[O:9].